Dataset: Full USPTO retrosynthesis dataset with 1.9M reactions from patents (1976-2016). Task: Predict the reactants needed to synthesize the given product. Given the product [F:35][C:3]1[C:4]([NH:25][CH2:26][CH2:27][NH:28][C:29]2[CH:34]=[CH:33][CH:32]=[CH:31][N:30]=2)=[C:5]2[O:10][CH2:9][C@H:8]([C:11]3[CH:12]=[CH:13][CH:14]=[CH:15][CH:16]=3)[N:7]3[CH:17]=[C:18]([C:22]([OH:24])=[O:23])[C:19](=[O:21])[C:20]([C:2]=1[NH:43][CH2:42][C:41]1[CH:44]=[CH:45][C:38]([O:37][CH3:36])=[CH:39][CH:40]=1)=[C:6]23, predict the reactants needed to synthesize it. The reactants are: F[C:2]1[C:20]2[C:19](=[O:21])[C:18]([C:22]([OH:24])=[O:23])=[CH:17][N:7]3[C@@H:8]([C:11]4[CH:16]=[CH:15][CH:14]=[CH:13][CH:12]=4)[CH2:9][O:10][C:5]([C:6]=23)=[C:4]([NH:25][CH2:26][CH2:27][NH:28][C:29]2[CH:34]=[CH:33][CH:32]=[CH:31][N:30]=2)[C:3]=1[F:35].[CH3:36][O:37][C:38]1[CH:45]=[CH:44][C:41]([CH2:42][NH2:43])=[CH:40][CH:39]=1.